From a dataset of Full USPTO retrosynthesis dataset with 1.9M reactions from patents (1976-2016). Predict the reactants needed to synthesize the given product. The reactants are: [Br:1][C:2]1[N:6]([CH:7]2[CH2:12]CN(C(OC(C)(C)C)=O)CC2)[CH:5]=[N:4][C:3]=1[C:20]1[CH:25]=[CH:24][C:23]([F:26])=[CH:22][CH:21]=1.FC1C=CC(C2N=CN(CC[N:41]3[CH2:46][CH2:45][O:44][CH2:43][CH2:42]3)C=2)=CC=1.BrN1C(=O)CCC1=O. Given the product [Br:1][C:2]1[N:6]([CH2:7][CH2:12][N:41]2[CH2:46][CH2:45][O:44][CH2:43][CH2:42]2)[CH:5]=[N:4][C:3]=1[C:20]1[CH:21]=[CH:22][C:23]([F:26])=[CH:24][CH:25]=1, predict the reactants needed to synthesize it.